Dataset: Reaction yield outcomes from USPTO patents with 853,638 reactions. Task: Predict the reaction yield, written as a fraction of the theoretical maximum amount of product (1.0 means a 100% yield; for example, 0.34 means a 34% yield). The reactants are C(OC(=O)C1C=CC(N2CCC(N[C:19]3[CH:20]=[N:21][CH:22]=[CH:23][CH:24]=3)C2)=CC=1)(C)(C)C.C(OC(=O)C1C=C[C:35]([N:38]2[CH2:42][CH2:41][C:40](=O)[CH2:39]2)=CC=1)(C)(C)C.[NH2:45]C1C=NC=CC=1. No catalyst specified. The product is [N:38]1[C:35]([NH2:45])=[CH:39][CH:40]=[CH:41][C:42]=1[C:19]1[CH:20]=[N:21][CH:22]=[CH:23][CH:24]=1. The yield is 0.760.